Dataset: Catalyst prediction with 721,799 reactions and 888 catalyst types from USPTO. Task: Predict which catalyst facilitates the given reaction. (1) Reactant: [CH2:1]([O:8][CH:9]1[CH2:12][CH:11]([CH:13]([NH:16][C:17](=[O:21])[CH:18](Cl)[CH3:19])[CH2:14][OH:15])[CH2:10]1)[C:2]1[CH:7]=[CH:6][CH:5]=[CH:4][CH:3]=1.CC(C)([O-])C.[K+]. Product: [CH2:1]([O:8][CH:9]1[CH2:12][CH:11]([CH:13]2[NH:16][C:17](=[O:21])[CH:18]([CH3:19])[O:15][CH2:14]2)[CH2:10]1)[C:2]1[CH:7]=[CH:6][CH:5]=[CH:4][CH:3]=1. The catalyst class is: 32. (2) Reactant: [Cl:1][C:2]1[CH:7]=[C:6]2[NH:8][C:9](=[O:33])[C:10]3([CH:15]([C:16]4[CH:21]=[CH:20][CH:19]=[C:18]([Cl:22])[CH:17]=4)[CH2:14][C:13](=[O:23])[N:12]([CH2:24][C:25](F)=[O:26])[CH:11]3[C:28]([CH2:31][CH3:32])=[CH:29][CH3:30])[C:5]2=[CH:4][CH:3]=1.[NH2:34][C:35]([CH3:39])([CH3:38])[CH2:36][OH:37].CN1CCOCC1. Product: [Cl:1][C:2]1[CH:7]=[C:6]2[NH:8][C:9](=[O:33])[C:10]3([CH:15]([C:16]4[CH:21]=[CH:20][CH:19]=[C:18]([Cl:22])[CH:17]=4)[CH2:14][C:13](=[O:23])[N:12]([CH2:24][C:25]([NH:34][C:35]([CH3:39])([CH3:38])[CH2:36][OH:37])=[O:26])[CH:11]3[C:28]([CH2:31][CH3:32])=[CH:29][CH3:30])[C:5]2=[CH:4][CH:3]=1. The catalyst class is: 367.